This data is from Full USPTO retrosynthesis dataset with 1.9M reactions from patents (1976-2016). The task is: Predict the reactants needed to synthesize the given product. (1) Given the product [I:10][C:11]1[CH:17]=[CH:16][C:14]([NH:15][C:1](=[O:9])[C:2]2[CH:3]=[CH:4][N:5]=[CH:6][CH:7]=2)=[CH:13][CH:12]=1, predict the reactants needed to synthesize it. The reactants are: [C:1]([OH:9])(=O)[C:2]1[CH:7]=[CH:6][N:5]=[CH:4][CH:3]=1.[I:10][C:11]1[CH:17]=[CH:16][C:14]([NH2:15])=[CH:13][CH:12]=1.C1C2C(=CC=CC=2)C=CC=1C(O)=O. (2) The reactants are: [Br:1][C:2]1[N:3]=[CH:4][C:5]([NH2:8])=[N:6][CH:7]=1.CCN(C(C)C)C(C)C.[CH3:18][C:19]([O:22][C:23](O[C:23]([O:22][C:19]([CH3:21])([CH3:20])[CH3:18])=[O:24])=[O:24])([CH3:21])[CH3:20]. Given the product [Br:1][C:2]1[N:3]=[CH:4][C:5]([NH:8][C:23](=[O:24])[O:22][C:19]([CH3:21])([CH3:20])[CH3:18])=[N:6][CH:7]=1, predict the reactants needed to synthesize it. (3) Given the product [C:16]([C:13]1[CH:14]=[CH:15][C:10]([N:8]2[CH:9]=[C:5]([C:3]([OH:4])=[O:2])[N:6]=[CH:7]2)=[C:11]([F:18])[CH:12]=1)#[N:17], predict the reactants needed to synthesize it. The reactants are: C[O:2][C:3]([C:5]1[N:6]=[CH:7][N:8]([C:10]2[CH:15]=[CH:14][C:13]([C:16]#[N:17])=[CH:12][C:11]=2[F:18])[CH:9]=1)=[O:4].[OH-].[Na+]. (4) The reactants are: C([C@@H]([C@H](C(O)=O)O)O)(O)=O.C([O:13][C:14]([C:16]1[CH:17]=[N:18][N:19]([C:22]2[CH:27]=[CH:26][C:25]([C:28]([N:30]3[CH2:34][CH2:33][CH2:32][C@H:31]3[CH2:35][N:36]3[CH2:40][CH2:39][CH2:38][CH2:37]3)=[O:29])=[CH:24][CH:23]=2)[C:20]=1[CH3:21])=O)C.[OH-].[Li+].[Li].[NH:44]1[CH2:48][CH2:47][CH2:46][CH2:45]1.CN(C(ON1N=NC2C=CC=CC1=2)=[N+](C)C)C.[B-](F)(F)(F)F.C(N(CC)CC)C. Given the product [CH3:21][C:20]1[N:19]([C:22]2[CH:27]=[CH:26][C:25]([C:28]([N:30]3[CH2:34][CH2:33][CH2:32][C@H:31]3[CH2:35][N:36]3[CH2:37][CH2:38][CH2:39][CH2:40]3)=[O:29])=[CH:24][CH:23]=2)[N:18]=[CH:17][C:16]=1[C:14]([N:44]1[CH2:48][CH2:47][CH2:46][CH2:45]1)=[O:13], predict the reactants needed to synthesize it. (5) The reactants are: [H-].C([Al+]CC(C)C)C(C)C.COCN[C:15]([CH:17]1[CH2:20][CH:19]([CH2:21][C:22]([CH3:25])([CH3:24])[CH3:23])[CH2:18]1)=[O:16].S(=O)(=O)(O)O. Given the product [CH3:23][C:22]([CH3:25])([CH3:24])[CH2:21][CH:19]1[CH2:18][CH:17]([CH:15]=[O:16])[CH2:20]1, predict the reactants needed to synthesize it. (6) Given the product [CH2:1]=[CH:2][C:3]1[CH:8]=[CH:7][CH:6]=[CH:5][CH:4]=1.[Cl:9][CH2:10][CH:11]=[CH:12][C:13]1[CH:18]=[CH:17][CH:16]=[CH:15][CH:14]=1, predict the reactants needed to synthesize it. The reactants are: [CH2:1]=[CH:2][C:3]1[CH:8]=[CH:7][CH:6]=[CH:5][CH:4]=1.[Cl:9][CH2:10][CH:11]=[CH:12][C:13]1[CH:18]=[CH:17][CH:16]=[CH:15][CH:14]=1.SCCO.N(C(C)(CC(C)C)C#N)=NC(C)(CC(C)C)C#N. (7) Given the product [Cl:1][C:2]1[CH:3]=[CH:4][CH:5]=[C:6]2[C:11]=1[CH:10]=[N:9][C:8]([O:12][S:22]([C:21]([F:34])([F:33])[F:20])(=[O:24])=[O:23])=[CH:7]2, predict the reactants needed to synthesize it. The reactants are: [Cl:1][C:2]1[CH:3]=[CH:4][CH:5]=[C:6]2[C:11]=1[CH:10]=[N:9][C:8]([OH:12])=[CH:7]2.C(N(CC)CC)C.[F:20][C:21]([F:34])([F:33])[S:22](O[S:22]([C:21]([F:34])([F:33])[F:20])(=[O:24])=[O:23])(=[O:24])=[O:23].